Dataset: Catalyst prediction with 721,799 reactions and 888 catalyst types from USPTO. Task: Predict which catalyst facilitates the given reaction. (1) Reactant: [CH:1]([O:4][CH2:5][CH2:6][CH2:7][C@@H:8]1[CH2:17][CH2:16][C:15]2[CH:14]=[C:13]([C@H:18]3[CH2:27][CH2:26][C@@:20]4([NH:24]C(=O)[O:22][CH2:21]4)[CH2:19]3)[CH:12]=[CH:11][C:10]=2[CH2:9]1)([CH3:3])[CH3:2].[OH-].[Na+]. Product: [NH2:24][C@:20]1([CH2:21][OH:22])[CH2:26][CH2:27][C@H:18]([C:13]2[CH:12]=[CH:11][C:10]3[CH2:9][C@H:8]([CH2:7][CH2:6][CH2:5][O:4][CH:1]([CH3:2])[CH3:3])[CH2:17][CH2:16][C:15]=3[CH:14]=2)[CH2:19]1. The catalyst class is: 12. (2) Reactant: Cl.[CH3:2][O:3][C:4]([CH3:24])([CH3:23])[CH2:5][CH2:6][CH2:7][CH:8]([C:10]1[S:14][C:13]([NH:15][C:16](=[O:22])[C@@H:17]([NH2:21])[CH2:18][CH2:19][CH3:20])=[N:12][CH:11]=1)[CH3:9].[CH2:25]1[C:34]2[C:29](=[CH:30][CH:31]=[CH:32][CH:33]=2)[CH2:28][CH2:27][C:26]1=O.C(O[BH-](OC(=O)C)OC(=O)C)(=O)C.[Na+]. Product: [CH3:2][O:3][C:4]([CH3:24])([CH3:23])[CH2:5][CH2:6][CH2:7][CH:8]([C:10]1[S:14][C:13]([NH:15][C:16](=[O:22])[C@@H:17]([NH:21][CH:31]2[CH2:32][CH2:33][C:34]3[C:29](=[CH:28][CH:27]=[CH:26][CH:25]=3)[CH2:30]2)[CH2:18][CH2:19][CH3:20])=[N:12][CH:11]=1)[CH3:9].[OH:3][C:4]([CH3:24])([CH3:23])[CH2:5][CH2:6][CH2:7][CH:8]([C:10]1[S:14][C:13]([NH:15][C:16](=[O:22])[C@@H:17]([NH:21][CH:31]2[CH2:32][CH2:33][C:34]3[C:29](=[CH:28][CH:27]=[CH:26][CH:25]=3)[CH2:30]2)[CH2:18][CH2:19][CH3:20])=[N:12][CH:11]=1)[CH3:9]. The catalyst class is: 68. (3) Reactant: Br[C:2]1[CH:7]=[CH:6][C:5]([F:8])=[C:4]([F:9])[C:3]=1[CH3:10].C([Mg]Br)(C)C.[C:16](=[O:18])=[O:17]. Product: [F:9][C:4]1[C:3]([CH3:10])=[C:2]([CH:7]=[CH:6][C:5]=1[F:8])[C:16]([OH:18])=[O:17]. The catalyst class is: 7. (4) Reactant: C(O)(=O)C.[CH:5](N)=[NH:6].CC[O-].[Na+].[O:12]=[C:13]1[N:18]([C:19]2[CH:24]=[CH:23][CH:22]=[CH:21][CH:20]=2)[N:17]=[C:16]([C:25]([NH:27][NH2:28])=[O:26])[C:15]([S:29][C:30]2[CH:35]=[CH:34][CH:33]=[CH:32][CH:31]=2)=[CH:14]1. Product: [N:17]#[N:18].[NH:6]=[CH:5][C:14]1[C:13](=[O:12])[N:18]([C:19]2[CH:20]=[CH:21][CH:22]=[CH:23][CH:24]=2)[N:17]=[C:16]([C:25]([NH:27][NH2:28])=[O:26])[C:15]=1[S:29][C:30]1[CH:35]=[CH:34][CH:33]=[CH:32][CH:31]=1. The catalyst class is: 14. (5) Reactant: [F:1][C:2]1[C:7]([F:8])=[CH:6][C:5]([NH:9][C:10]2[CH:17]=[CH:16][C:15]([C:18]([F:21])([F:20])[F:19])=[CH:14][C:11]=2[C:12]#[N:13])=[C:4]([N+:22]([O-])=O)[CH:3]=1.[Sn](Cl)[Cl:26]. Product: [ClH:26].[F:8][C:7]1[C:2]([F:1])=[CH:3][C:4]2[N:22]=[C:12]([NH2:13])[C:11]3[CH:14]=[C:15]([C:18]([F:21])([F:20])[F:19])[CH:16]=[CH:17][C:10]=3[NH:9][C:5]=2[CH:6]=1. The catalyst class is: 361. (6) Reactant: C(OC([NH:8][C@H:9]1[CH2:14][CH2:13][C@H:12]([O:15][CH2:16][CH:17]=[CH2:18])[CH2:11][CH2:10]1)=O)(C)(C)C. Product: [CH2:16]([O:15][C@H:12]1[CH2:13][CH2:14][C@H:9]([NH2:8])[CH2:10][CH2:11]1)[CH2:17][CH3:18]. The catalyst class is: 129.